From a dataset of Full USPTO retrosynthesis dataset with 1.9M reactions from patents (1976-2016). Predict the reactants needed to synthesize the given product. Given the product [NH2:11][CH:12]([CH2:23][CH2:24][P:25]([O:29][C:30]1[CH:31]=[CH:32][C:33]([C:36]([OH:38])=[O:37])=[CH:34][CH:35]=1)([O:27][CH3:28])=[O:26])[C:13]([OH:15])=[O:14], predict the reactants needed to synthesize it. The reactants are: C(OC([NH:11][CH:12]([CH2:23][CH2:24][P:25]([O:29][C:30]1[CH:35]=[CH:34][C:33]([C:36]([O:38]CC2C=CC=CC=2)=[O:37])=[CH:32][CH:31]=1)([O:27][CH3:28])=[O:26])[C:13]([O:15]CC1C=CC=CC=1)=[O:14])=O)C1C=CC=CC=1.[H][H].